This data is from Reaction yield outcomes from USPTO patents with 853,638 reactions. The task is: Predict the reaction yield, written as a fraction of the theoretical maximum amount of product (1.0 means a 100% yield; for example, 0.34 means a 34% yield). (1) The reactants are [F:1][C:2]1[CH:7]=[CH:6][C:5]([N:8]=[C:9]=[O:10])=[CH:4][CH:3]=1.[NH:11]([C:18]1[N:19]([C:31]2[CH:36]=[CH:35][CH:34]=[CH:33][CH:32]=2)[C:20]2[C:25]([C:26](=[O:28])[CH:27]=1)=[C:24]([CH3:29])[CH:23]=[C:22]([Cl:30])[N:21]=2)[C:12]1[CH:17]=[CH:16][CH:15]=[CH:14][CH:13]=1. The catalyst is C(Cl)Cl. The product is [Cl:30][C:22]1[N:21]=[C:20]2[C:25]([C:26](=[O:28])[CH:27]=[C:18]([N:11]([C:12]3[CH:13]=[CH:14][CH:15]=[CH:16][CH:17]=3)[C:9]([NH:8][C:5]3[CH:6]=[CH:7][C:2]([F:1])=[CH:3][CH:4]=3)=[O:10])[N:19]2[C:31]2[CH:32]=[CH:33][CH:34]=[CH:35][CH:36]=2)=[C:24]([CH3:29])[CH:23]=1. The yield is 0.0160. (2) The reactants are [CH3:1][N:2]1[C@@H:19]2[CH2:20][C:7]3=[CH:8][CH:9]=[C:10]([OH:21])[C:11]4[O:12][C@H:13]5[C:14]([CH2:16][CH2:17][C@@H:18]2[C@:5]5([C:6]=43)[CH2:4][CH2:3]1)=[O:15].Cl.[H-].[Na+].[CH2:25](Cl)[C:26]1[CH:31]=[CH:30][CH:29]=[CH:28][CH:27]=1. The catalyst is CN(C)C=O. The product is [CH2:25]([O:21][C:10]1[C:11]2[O:12][C@H:13]3[C:14](=[O:15])[CH2:16][CH2:17][C@@H:18]4[C@@:5]53[CH2:4][CH2:3][N:2]([CH3:1])[C@@H:19]4[CH2:20][C:7]([C:6]=25)=[CH:8][CH:9]=1)[C:26]1[CH:31]=[CH:30][CH:29]=[CH:28][CH:27]=1. The yield is 0.950. (3) The reactants are Br[C:2]1[S:3][C:4]([S:8]([NH2:11])(=[O:10])=[O:9])=[C:5]([Br:7])[N:6]=1.[NH:12]1[CH2:17][CH2:16][O:15][CH2:14][CH2:13]1.C(=O)([O-])[O-].[Cs+].[Cs+]. The catalyst is C1COCC1. The product is [Br:7][C:5]1[N:6]=[C:2]([N:12]2[CH2:17][CH2:16][O:15][CH2:14][CH2:13]2)[S:3][C:4]=1[S:8]([NH2:11])(=[O:10])=[O:9]. The yield is 0.440.